Dataset: Peptide-MHC class II binding affinity with 134,281 pairs from IEDB. Task: Regression. Given a peptide amino acid sequence and an MHC pseudo amino acid sequence, predict their binding affinity value. This is MHC class II binding data. (1) The peptide sequence is FEAMYLGTCQTLTPM. The MHC is HLA-DPA10301-DPB10402 with pseudo-sequence HLA-DPA10301-DPB10402. The binding affinity (normalized) is 0.809. (2) The peptide sequence is GAATAGTTVYGAFAA. The MHC is HLA-DQA10401-DQB10402 with pseudo-sequence HLA-DQA10401-DQB10402. The binding affinity (normalized) is 0.441. (3) The peptide sequence is AAPLSWSKDIYNYME. The MHC is HLA-DPA10201-DPB10101 with pseudo-sequence HLA-DPA10201-DPB10101. The binding affinity (normalized) is 0.334. (4) The peptide sequence is VQYSRADEEQQQALS. The MHC is HLA-DPA10103-DPB10201 with pseudo-sequence HLA-DPA10103-DPB10201. The binding affinity (normalized) is 0. (5) The peptide sequence is EDGIYGIFQSTFLGA. The MHC is DRB1_0901 with pseudo-sequence DRB1_0901. The binding affinity (normalized) is 0.808.